From a dataset of Forward reaction prediction with 1.9M reactions from USPTO patents (1976-2016). Predict the product of the given reaction. (1) Given the reactants [CH3:1][O:2][CH2:3][CH2:4][O:5][C:6]1[CH:11]=[CH:10][C:9]([S:12](Cl)(=[O:14])=[O:13])=[CH:8][CH:7]=1.[NH2:16][C:17]1[C:22]2[CH:23]=[C:24]([CH2:26][CH:27]([NH:37]S(C3C=CC(OC4CCOCC4)=CC=3)(=O)=O)[C:28]([N:30]3[CH2:35][CH2:34][CH:33]([CH3:36])[CH2:32][CH2:31]3)=[O:29])[S:25][C:21]=2[CH:20]=[CH:19][N:18]=1, predict the reaction product. The product is: [NH2:16][C:17]1[C:22]2[CH:23]=[C:24]([CH2:26][CH:27]([NH:37][S:12]([C:9]3[CH:10]=[CH:11][C:6]([O:5][CH2:4][CH2:3][O:2][CH3:1])=[CH:7][CH:8]=3)(=[O:14])=[O:13])[C:28]([N:30]3[CH2:31][CH2:32][CH:33]([CH3:36])[CH2:34][CH2:35]3)=[O:29])[S:25][C:21]=2[CH:20]=[CH:19][N:18]=1. (2) Given the reactants CC(C)([O-:4])C.[K+].[CH3:7][C:8]([CH3:16])([CH2:11][CH2:12][CH2:13][C:14]#[N:15])[C:9]#N, predict the reaction product. The product is: [C:14]([CH:13]1[C:7](=[O:4])[C:8]([CH3:16])([CH3:9])[CH2:11][CH2:12]1)#[N:15]. (3) Given the reactants [OH:1][CH:2]1[CH:7]([C:8]2[CH:13]=[CH:12][CH:11]=[C:10]([C:14]([O:16][CH3:17])=[O:15])[CH:9]=2)[CH2:6][CH2:5][N:4]([C:18]([O:20][C:21]([CH3:24])([CH3:23])[CH3:22])=[O:19])[CH2:3]1.Br[CH2:26][C:27]1[CH:36]=[CH:35][C:34]2[C:29](=[CH:30][CH:31]=[CH:32][CH:33]=2)[CH:28]=1, predict the reaction product. The product is: [CH3:17][O:16][C:14]([C:10]1[CH:9]=[C:8]([CH:7]2[CH2:6][CH2:5][N:4]([C:18]([O:20][C:21]([CH3:24])([CH3:23])[CH3:22])=[O:19])[CH2:3][CH:2]2[O:1][CH2:26][C:27]2[CH:36]=[CH:35][C:34]3[C:29](=[CH:30][CH:31]=[CH:32][CH:33]=3)[CH:28]=2)[CH:13]=[CH:12][CH:11]=1)=[O:15]. (4) Given the reactants [Br:1][C:2]1[CH:3]=[CH:4][C:5]([N:8]=[CH2:9])=[N:6][CH:7]=1.[C:10]([N+:14]#[C-:15])([CH3:13])([CH3:12])[CH3:11], predict the reaction product. The product is: [Br:1][C:2]1[CH:3]=[CH:4][C:5]2[N:6]([C:15]([NH:14][C:10]([CH3:13])([CH3:12])[CH3:11])=[CH:9][N:8]=2)[CH:7]=1. (5) The product is: [Br:25][C:26]1[CH:32]=[C:31]2[C:29](=[CH:28][C:27]=1[O:33][CH3:34])[N:30]=[CH:10][CH:9]=[CH:14]2. Given the reactants S(=O)(=O)(O)O.[N+]([C:9]1[CH:10]=C(S(O)(=O)=O)C=C[CH:14]=1)([O-])=O.OCC(CO)O.[Br:25][C:26]1[CH:32]=[CH:31][C:29]([NH2:30])=[CH:28][C:27]=1[O:33][CH3:34], predict the reaction product. (6) Given the reactants NC1C=CC(CP(=O)(OCCO)OCCO)=CC=1OC.[F:21][C:22]([F:46])([F:45])[CH2:23][O:24][P:25]([CH2:33][C:34]1[CH:39]=[CH:38][C:37]([N+:40]([O-])=O)=[C:36]([O:43][CH3:44])[CH:35]=1)(=[O:32])[O:26][CH2:27][C:28]([F:31])([F:30])[F:29], predict the reaction product. The product is: [F:46][C:22]([F:21])([F:45])[CH2:23][O:24][P:25]([CH2:33][C:34]1[CH:39]=[CH:38][C:37]([NH2:40])=[C:36]([O:43][CH3:44])[CH:35]=1)(=[O:32])[O:26][CH2:27][C:28]([F:29])([F:30])[F:31]. (7) The product is: [CH3:1][O:2][C:3]1[C:8]2[O:9][C:10]([C:12]3[O:21][C:16]([C:17]([F:18])([F:19])[F:20])=[N:15][N:14]=3)=[CH:11][C:7]=2[CH:6]=[CH:5][CH:4]=1. Given the reactants [CH3:1][O:2][C:3]1[C:8]2[O:9][C:10]([C:12]([NH:14][NH:15][C:16](=[O:21])[C:17]([F:20])([F:19])[F:18])=O)=[CH:11][C:7]=2[CH:6]=[CH:5][CH:4]=1.S(Cl)(Cl)=O.CN(C=O)C, predict the reaction product.